From a dataset of Forward reaction prediction with 1.9M reactions from USPTO patents (1976-2016). Predict the product of the given reaction. Given the reactants Br[C:2]1[N:7]=[C:6]([C:8]2[CH:13]=[C:12]([O:14][CH3:15])[CH:11]=[C:10]([CH3:16])[N:9]=2)[CH:5]=[CH:4][CH:3]=1.[CH2:17]([O:20]/[N:21]=[C:22](/[C:24]1[CH:29]=[CH:28][CH:27]=[C:26]([CH3:30])[N:25]=1)\[CH3:23])[C:18]#[CH:19].C(NC(C)C)(C)C.O, predict the reaction product. The product is: [CH3:15][O:14][C:12]1[CH:11]=[C:10]([CH3:16])[N:9]=[C:8]([C:6]2[CH:5]=[CH:4][CH:3]=[C:2]([C:19]#[C:18][CH2:17][O:20][N:21]=[C:22]([C:24]3[CH:29]=[CH:28][CH:27]=[C:26]([CH3:30])[N:25]=3)[CH3:23])[N:7]=2)[CH:13]=1.